This data is from Forward reaction prediction with 1.9M reactions from USPTO patents (1976-2016). The task is: Predict the product of the given reaction. (1) Given the reactants Br[C:2]1[CH:9]=[CH:8][CH:7]=[C:6]([Br:10])[C:3]=1[CH:4]=[O:5].[C:11]([C:15]1[CH:16]=[C:17]2[C:22](=[CH:23][CH:24]=1)[C:21](=[O:25])[NH:20][N:19]=[CH:18]2)([CH3:14])([CH3:13])[CH3:12].C(=O)([O-])[O-].[Cs+].[Cs+].COC1C2C(=C3C(=CC=2)C(OC)=CC=N3)N=CC=1, predict the reaction product. The product is: [Br:10][C:6]1[CH:7]=[CH:8][CH:9]=[C:2]([N:20]2[N:19]=[CH:18][C:17]3[C:22](=[CH:23][CH:24]=[C:15]([C:11]([CH3:13])([CH3:12])[CH3:14])[CH:16]=3)[C:21]2=[O:25])[C:3]=1[CH:4]=[O:5]. (2) The product is: [C:1]([O:5][C:6]([N:8]1[CH2:20][C@@H:19]([CH3:21])[N:18]2[C@H:10]([CH2:11][C:12]3[C:17]2=[N:16][C:15]([CH3:22])=[C:14]([O:23][CH2:27][CH:28]2[CH2:30][CH2:29]2)[CH:13]=3)[CH2:9]1)=[O:7])([CH3:3])([CH3:4])[CH3:2]. Given the reactants [C:1]([O:5][C:6]([N:8]1[CH2:20][C@@H:19]([CH3:21])[N:18]2[C@H:10]([CH2:11][C:12]3[C:17]2=[N:16][C:15]([CH3:22])=[C:14]([OH:23])[CH:13]=3)[CH2:9]1)=[O:7])([CH3:4])([CH3:3])[CH3:2].[H-].[Na+].Br[CH2:27][CH:28]1[CH2:30][CH2:29]1, predict the reaction product.